Dataset: Full USPTO retrosynthesis dataset with 1.9M reactions from patents (1976-2016). Task: Predict the reactants needed to synthesize the given product. (1) Given the product [CH3:60][O:61][CH2:62][CH2:63][NH:64][C:34](=[O:36])[CH2:33][CH:30]1[S:29][C:28]([C:16]2[NH:17][C:18]3[C:14]([CH:15]=2)=[CH:13][C:12]([O:11][C:8]2[CH:9]=[N:10][C:5]([S:2]([CH3:1])(=[O:4])=[O:3])=[CH:6][CH:7]=2)=[CH:20][C:19]=3[O:21][CH:22]2[CH2:27][CH2:26][O:25][CH2:24][CH2:23]2)=[N:32][CH2:31]1, predict the reactants needed to synthesize it. The reactants are: [CH3:1][S:2]([C:5]1[N:10]=[CH:9][C:8]([O:11][C:12]2[CH:13]=[C:14]3[C:18](=[C:19]([O:21][CH:22]4[CH2:27][CH2:26][O:25][CH2:24][CH2:23]4)[CH:20]=2)[NH:17][C:16]([C:28]2[S:29][CH:30]([CH2:33][C:34]([OH:36])=O)[CH2:31][N:32]=2)=[CH:15]3)=[CH:7][CH:6]=1)(=[O:4])=[O:3].O.ON1C2C=CC=CC=2N=N1.Cl.C(N=C=NCCCN(C)C)C.[CH3:60][O:61][CH2:62][CH2:63][NH2:64]. (2) Given the product [CH3:13][C:14]1[O:8][N:7]=[C:5]([C:4]2[CH:3]=[C:2]([NH2:1])[N:11]=[C:10]([NH2:12])[CH:9]=2)[N:6]=1, predict the reactants needed to synthesize it. The reactants are: [NH2:1][C:2]1[CH:3]=[C:4]([CH:9]=[C:10]([NH2:12])[N:11]=1)[C:5]([NH:7][OH:8])=[NH:6].[C:13](OC(=O)C)(=O)[CH3:14]. (3) The reactants are: [N:1]1([C:6]2[CH:11]=[CH:10][C:9]([C:12]3[N:16]([C:17]4[CH:22]=[CH:21][C:20]([CH2:23][NH2:24])=[CH:19][C:18]=4[CH3:25])[C:15]([CH2:26][CH2:27][C:28]([O:30]CC)=[O:29])=[CH:14][CH:13]=3)=[CH:8][CH:7]=2)[CH:5]=[CH:4][N:3]=[CH:2]1.O.[OH-].[Li+]. Given the product [N:1]1([C:6]2[CH:7]=[CH:8][C:9]([C:12]3[N:16]([C:17]4[CH:22]=[CH:21][C:20]([CH2:23][NH2:24])=[CH:19][C:18]=4[CH3:25])[C:15]([CH2:26][CH2:27][C:28]([OH:30])=[O:29])=[CH:14][CH:13]=3)=[CH:10][CH:11]=2)[CH:5]=[CH:4][N:3]=[CH:2]1, predict the reactants needed to synthesize it. (4) Given the product [CH3:24][C:21]12[CH2:23][CH:17]([N:16]([C:14]([C:10]3[CH:9]=[C:8]4[C:13]([C:5]([C:3]([OH:31])=[O:4])=[CH:6][NH:7]4)=[CH:12][CH:11]=3)=[O:15])[CH2:22]1)[CH2:18][C:19]([CH3:25])([CH3:26])[CH2:20]2, predict the reactants needed to synthesize it. The reactants are: ClC(Cl)(Cl)[C:3]([C:5]1[C:13]2[C:8](=[CH:9][C:10]([C:14]([N:16]3[CH2:22][C:21]4([CH3:24])[CH2:23][CH:17]3[CH2:18][C:19]([CH3:26])([CH3:25])[CH2:20]4)=[O:15])=[CH:11][CH:12]=2)[NH:7][CH:6]=1)=[O:4].C([OH:31])C.[OH-].[Na+].